From a dataset of Forward reaction prediction with 1.9M reactions from USPTO patents (1976-2016). Predict the product of the given reaction. (1) Given the reactants [CH2:1]=[C:2]([C:4]1[CH:5]=[CH:6][C:7]([C:10]([O:12][CH2:13][CH3:14])=[O:11])=[N:8][CH:9]=1)[CH3:3].[H][H], predict the reaction product. The product is: [CH:2]([C:4]1[CH:5]=[CH:6][C:7]([C:10]([O:12][CH2:13][CH3:14])=[O:11])=[N:8][CH:9]=1)([CH3:3])[CH3:1]. (2) Given the reactants [CH2:1]([C:3]1[NH:4][C:5]2[C:10]([CH:11]=1)=[C:9]([C:12]([F:15])([F:14])[F:13])[C:8]([C:16]#[N:17])=[CH:7][CH:6]=2)[CH3:2].Br[CH2:19][C:20]([NH2:22])=[O:21], predict the reaction product. The product is: [C:16]([C:8]1[C:9]([C:12]([F:15])([F:13])[F:14])=[C:10]2[C:5](=[CH:6][CH:7]=1)[N:4]([CH2:19][C:20]([NH2:22])=[O:21])[C:3]([CH2:1][CH3:2])=[CH:11]2)#[N:17].